This data is from Forward reaction prediction with 1.9M reactions from USPTO patents (1976-2016). The task is: Predict the product of the given reaction. (1) Given the reactants C1(C2CC(O)C3C(=CC=C(O)C=3)O2)C=CC=CC=1.[F:19][C:20]1[CH:25]=[C:24]([F:26])[CH:23]=[CH:22][C:21]=1[CH:27]1[CH2:36][C:35](=[O:37])[C:34]2[C:29](=[CH:30][CH:31]=[C:32]([OH:38])[CH:33]=2)[O:28]1, predict the reaction product. The product is: [F:19][C:20]1[CH:25]=[C:24]([F:26])[CH:23]=[CH:22][C:21]=1[CH:27]1[CH2:36][CH:35]([OH:37])[C:34]2[C:29](=[CH:30][CH:31]=[C:32]([OH:38])[CH:33]=2)[O:28]1. (2) Given the reactants Br[CH2:2][CH2:3][OH:4].Cl[S:6]([N:9]=[C:10]=[O:11])(=[O:8])=[O:7].[NH:12]1[C:20]2[C:15](=[CH:16][CH:17]=[CH:18][CH:19]=2)[CH2:14][CH2:13]1.Cl, predict the reaction product. The product is: [N:12]1([S:6]([N:9]2[CH2:2][CH2:3][O:4][C:10]2=[O:11])(=[O:8])=[O:7])[C:20]2[C:15](=[CH:16][CH:17]=[CH:18][CH:19]=2)[CH2:14][CH2:13]1. (3) Given the reactants [CH3:1][N:2]1[C:6]([C:7]2[CH:12]=[CH:11][CH:10]=[CH:9][CH:8]=2)=[C:5]([C:13]([OH:15])=O)[CH:4]=[N:3]1.C(Cl)(=O)C(Cl)=O.CN(C)C=O.[NH2:27][C:28]1[CH:29]=[C:30]([CH:49]=[CH:50][CH:51]=1)[O:31][C:32]1[CH:46]=[CH:45][C:35]2[N:36]=[C:37]([NH:39][C:40]([CH:42]3[CH2:44][CH2:43]3)=[O:41])[S:38][C:34]=2[C:33]=1[C:47]#[N:48], predict the reaction product. The product is: [C:47]([C:33]1[C:34]2[S:38][C:37]([NH:39][C:40]([CH:42]3[CH2:43][CH2:44]3)=[O:41])=[N:36][C:35]=2[CH:45]=[CH:46][C:32]=1[O:31][C:30]1[CH:29]=[C:28]([NH:27][C:13]([C:5]2[CH:4]=[N:3][N:2]([CH3:1])[C:6]=2[C:7]2[CH:8]=[CH:9][CH:10]=[CH:11][CH:12]=2)=[O:15])[CH:51]=[CH:50][CH:49]=1)#[N:48]. (4) Given the reactants [C:1]([O:5][C:6](=[O:23])[NH:7][C@@H:8]([C:17](=[O:22])N(OC)C)[CH2:9][C:10]1[CH:15]=[CH:14][CH:13]=[CH:12][C:11]=1[F:16])([CH3:4])([CH3:3])[CH3:2].[C:24]([NH:28][C:29](=[O:38])[C:30]1[C:35]([CH3:36])=[CH:34][CH:33]=[CH:32][C:31]=1[Cl:37])([CH3:27])([CH3:26])[CH3:25], predict the reaction product. The product is: [C:1]([O:5][C:6](=[O:23])[NH:7][C@H:8]([CH2:9][C:10]1[CH:15]=[CH:14][CH:13]=[CH:12][C:11]=1[F:16])[C:17](=[O:22])[CH2:36][C:35]1[CH:34]=[CH:33][CH:32]=[C:31]([Cl:37])[C:30]=1[C:29](=[O:38])[NH:28][C:24]([CH3:26])([CH3:25])[CH3:27])([CH3:2])([CH3:3])[CH3:4]. (5) Given the reactants [Cl:1][C:2]1[CH:3]=[CH:4][C:5]2[O:10][CH:9]([C:11]([OH:13])=O)[CH2:8][N:7]([CH3:14])[C:6]=2[CH:15]=1.[F:16][C:17]1[CH:30]=[CH:29][C:20]([CH2:21][N:22]2[CH2:28][CH2:27][CH2:26][NH:25][CH2:24][CH2:23]2)=[CH:19][CH:18]=1.CCN=C=NCCCN(C)C.C1C=CC2N(O)N=NC=2C=1.CCN(C(C)C)C(C)C, predict the reaction product. The product is: [Cl:1][C:2]1[CH:3]=[CH:4][C:5]2[O:10][CH:9]([C:11]([N:25]3[CH2:24][CH2:23][N:22]([CH2:21][C:20]4[CH:19]=[CH:18][C:17]([F:16])=[CH:30][CH:29]=4)[CH2:28][C@H:27]3[CH3:26])=[O:13])[CH2:8][N:7]([CH3:14])[C:6]=2[CH:15]=1. (6) Given the reactants C(=O)([O-])[O-].[K+].[K+].[O:7]1[CH2:11][CH2:10][CH:9]([CH2:12][NH:13][C:14]([C:16]2[C:20]([C:21]#[C:22][Si](C)(C)C)=[C:19]([CH2:27][O:28][CH2:29][C:30]3[CH:35]=[CH:34][CH:33]=[CH:32][C:31]=3[F:36])[O:18][N:17]=2)=[O:15])[CH2:8]1.Cl, predict the reaction product. The product is: [O:7]1[CH2:11][CH2:10][CH:9]([CH2:12][NH:13][C:14]([C:16]2[C:20]([C:21]#[CH:22])=[C:19]([CH2:27][O:28][CH2:29][C:30]3[CH:35]=[CH:34][CH:33]=[CH:32][C:31]=3[F:36])[O:18][N:17]=2)=[O:15])[CH2:8]1.